From a dataset of Full USPTO retrosynthesis dataset with 1.9M reactions from patents (1976-2016). Predict the reactants needed to synthesize the given product. (1) Given the product [C:1]([O:5][C:6]([N:8]1[C:13]2[CH:14]=[C:15]([Cl:21])[C:16]([N:18]3[CH:48]=[CH:47][N:20]=[N:19]3)=[CH:17][C:12]=2[O:11][CH:10]([C:22]([N:24]2[CH2:25][CH2:26][C:27]([C:38]#[N:39])([CH2:30][C:31]3[CH:36]=[CH:35][C:34]([F:37])=[CH:33][CH:32]=3)[CH2:28][CH2:29]2)=[O:23])[CH2:9]1)=[O:7])([CH3:4])([CH3:2])[CH3:3], predict the reactants needed to synthesize it. The reactants are: [C:1]([O:5][C:6]([N:8]1[C:13]2[CH:14]=[C:15]([Cl:21])[C:16]([N:18]=[N+:19]=[N-:20])=[CH:17][C:12]=2[O:11][CH:10]([C:22]([N:24]2[CH2:29][CH2:28][C:27]([C:38]#[N:39])([CH2:30][C:31]3[CH:36]=[CH:35][C:34]([F:37])=[CH:33][CH:32]=3)[CH2:26][CH2:25]2)=[O:23])[CH2:9]1)=[O:7])([CH3:4])([CH3:3])[CH3:2].C(=O)([O-])[O-].[K+].[K+].O=[C:47]1O[C@H]([C@H](CO)O)C([O-])=[C:48]1O.[Na+].C[Si](C#C)(C)C. (2) Given the product [C:8]([C:10]1[CH:11]=[CH:12][C:13]([N:16]2[CH2:21][CH2:20][N:19]([C:36](=[O:37])[C:35]3[CH:39]=[CH:40][CH:41]=[C:33]([C:30]4[N:29]=[C:28]([C:27]([F:43])([F:42])[F:26])[O:32][N:31]=4)[CH:34]=3)[CH2:18][CH:17]2[C:22]([O:24][CH3:25])=[O:23])=[N:14][CH:15]=1)#[N:9], predict the reactants needed to synthesize it. The reactants are: OC(C(F)(F)F)=O.[C:8]([C:10]1[CH:11]=[CH:12][C:13]([N:16]2[CH2:21][CH2:20][NH:19][CH2:18][CH:17]2[C:22]([O:24][CH3:25])=[O:23])=[N:14][CH:15]=1)#[N:9].[F:26][C:27]([F:43])([F:42])[C:28]1[O:32][N:31]=[C:30]([C:33]2[CH:34]=[C:35]([CH:39]=[CH:40][CH:41]=2)[C:36](O)=[O:37])[N:29]=1. (3) Given the product [CH3:24][O:23][C:20]1[CH:21]=[C:22]2[C:17](=[CH:18][CH:19]=1)[N:16]=[C:15]([C:25]1[CH:26]=[N:27][CH:28]=[CH:29][CH:30]=1)[N:14]=[C:13]2[N:3]1[C:11]2[CH:10]=[CH:9][N:8]=[CH:7][C:6]=2[CH:5]=[CH:4]1, predict the reactants needed to synthesize it. The reactants are: [H-].[Na+].[NH:3]1[C:11]2[CH:10]=[CH:9][N:8]=[CH:7][C:6]=2[CH:5]=[CH:4]1.Cl[C:13]1[C:22]2[C:17](=[CH:18][CH:19]=[C:20]([O:23][CH3:24])[CH:21]=2)[N:16]=[C:15]([C:25]2[CH:26]=[N:27][CH:28]=[CH:29][CH:30]=2)[N:14]=1.O. (4) Given the product [C:1]1([C:11]([Cl:16])=[O:13])[C:10]2[C:5](=[CH:6][CH:7]=[CH:8][CH:9]=2)[CH:4]=[CH:3][CH:2]=1, predict the reactants needed to synthesize it. The reactants are: [C:1]1([C:11]([OH:13])=O)[C:10]2[C:5](=[CH:6][CH:7]=[CH:8][CH:9]=2)[CH:4]=[CH:3][CH:2]=1.S(Cl)([Cl:16])=O. (5) Given the product [C:19]1([S:16]([NH:15][C:10]2[CH:9]=[C:8]([C:4]3[S:3][C:2]([NH:1][C:34](=[O:35])[CH2:33][O:32][CH2:25][C:26]4[CH:31]=[CH:30][CH:29]=[CH:28][CH:27]=4)=[N:6][C:5]=3[CH3:7])[CH:13]=[N:12][C:11]=2[Cl:14])(=[O:18])=[O:17])[CH:20]=[CH:21][CH:22]=[CH:23][CH:24]=1, predict the reactants needed to synthesize it. The reactants are: [NH2:1][C:2]1[S:3][C:4]([C:8]2[CH:9]=[C:10]([NH:15][S:16]([C:19]3[CH:24]=[CH:23][CH:22]=[CH:21][CH:20]=3)(=[O:18])=[O:17])[C:11]([Cl:14])=[N:12][CH:13]=2)=[C:5]([CH3:7])[N:6]=1.[CH2:25]([O:32][CH2:33][C:34](Cl)=[O:35])[C:26]1[CH:31]=[CH:30][CH:29]=[CH:28][CH:27]=1. (6) Given the product [CH3:1][C:2]1[CH:7]=[CH:6][C:5]([C:8](=[O:10])[CH2:9][C:16](=[O:17])[C:15]([F:22])([F:21])[F:14])=[CH:4][CH:3]=1, predict the reactants needed to synthesize it. The reactants are: [CH3:1][C:2]1[CH:7]=[CH:6][C:5]([C:8](=[O:10])[CH3:9])=[CH:4][CH:3]=1.C[O-].[Na+].[F:14][C:15]([F:22])([F:21])[C:16](OCC)=[O:17]. (7) The reactants are: [CH3:1][S:2]([C:5]1[CH:10]=[CH:9][C:8]([NH:11][CH2:12][C:13]2[CH:14]=[C:15]([C:19]3[CH:20]=[C:21]([C:29]([CH3:33])([CH3:32])[C:30]#[N:31])[CH:22]=[C:23]4[C:28]=3[N:27]=[CH:26][CH:25]=[CH:24]4)[CH:16]=[CH:17][CH:18]=2)=[CH:7][CH:6]=1)(=[O:4])=[O:3].[C:34](Cl)(=[O:41])[C:35]1[CH:40]=[CH:39][CH:38]=[CH:37][CH:36]=1. Given the product [C:30]([C:29]([CH3:33])([CH3:32])[C:21]1[CH:22]=[C:23]2[C:28](=[C:19]([C:15]3[CH:14]=[C:13]([CH:18]=[CH:17][CH:16]=3)[CH2:12][N:11]([C:8]3[CH:9]=[CH:10][C:5]([S:2]([CH3:1])(=[O:4])=[O:3])=[CH:6][CH:7]=3)[C:34](=[O:41])[C:35]3[CH:40]=[CH:39][CH:38]=[CH:37][CH:36]=3)[CH:20]=1)[N:27]=[CH:26][CH:25]=[CH:24]2)#[N:31], predict the reactants needed to synthesize it. (8) Given the product [NH2:14][C:11]1[CH:12]=[CH:13][C:8]([NH:7][C:4]2[C:3]([C:17]([NH2:19])=[O:18])=[C:2]([NH:1][CH2:24][C:23]3[CH:26]=[C:27]([CH3:30])[C:28]([OH:29])=[C:21]([CH3:20])[CH:22]=3)[NH:6][N:5]=2)=[CH:9][CH:10]=1, predict the reactants needed to synthesize it. The reactants are: [NH2:1][C:2]1[NH:6][N:5]=[C:4]([NH:7][C:8]2[CH:13]=[CH:12][C:11]([N+:14]([O-])=O)=[CH:10][CH:9]=2)[C:3]=1[C:17]([NH2:19])=[O:18].[CH3:20][C:21]1[CH:22]=[C:23]([CH:26]=[C:27]([CH3:30])[C:28]=1[OH:29])[CH:24]=O.[BH4-].[Na+].O. (9) The reactants are: [CH:1]([C:4]1[CH:9]=[CH:8][C:7]([N:10]2[C:14](=[O:15])[CH2:13][CH:12]([CH2:16][N:17]3[CH:21]=[C:20]([C:22]4[NH:30][C:29]5[C:28](=[O:31])[N:27]([CH2:32][CH2:33][CH3:34])[C:26](=[O:35])[N:25]([CH2:36][CH2:37][CH3:38])[C:24]=5[N:23]=4)[CH:19]=[N:18]3)[CH2:11]2)=[CH:6][CH:5]=1)([CH3:3])[CH3:2].[C:39](=O)([O-])[O-].[K+].[K+].CI.CN(C=O)C. Given the product [CH:1]([C:4]1[CH:9]=[CH:8][C:7]([N:10]2[C:14](=[O:15])[CH2:13][CH:12]([CH2:16][N:17]3[CH:21]=[C:20]([C:22]4[N:30]([CH3:39])[C:29]5[C:28](=[O:31])[N:27]([CH2:32][CH2:33][CH3:34])[C:26](=[O:35])[N:25]([CH2:36][CH2:37][CH3:38])[C:24]=5[N:23]=4)[CH:19]=[N:18]3)[CH2:11]2)=[CH:6][CH:5]=1)([CH3:3])[CH3:2], predict the reactants needed to synthesize it. (10) The reactants are: [NH2:1][C@:2]12[CH2:37][CH2:36][C@@H:35]([C:38]([CH3:40])=[CH2:39])[C@@H:3]1[C@@H:4]1[C@@:17]([CH3:20])([CH2:18][CH2:19]2)[C@@:16]2([CH3:21])[C@@H:7]([C@:8]3([CH3:34])[C@@H:13]([CH2:14][CH2:15]2)[C:12]([CH3:23])([CH3:22])[C:11]([C:24]2[CH:33]=[CH:32][C:27]([C:28]([O:30][CH3:31])=[O:29])=[CH:26][CH:25]=2)=[CH:10][CH2:9]3)[CH2:6][CH2:5]1.C(N(CC)C(C)C)(C)C.CN(C(ON1N=NC2C=CC=NC1=2)=[N+](C)C)C.F[P-](F)(F)(F)(F)F.[C:74]([O:78][C:79]([NH:81][C:82]1([C:85](O)=[O:86])[CH2:84][CH2:83]1)=[O:80])([CH3:77])([CH3:76])[CH3:75]. Given the product [C:74]([O:78][C:79]([NH:81][C:82]1([C:85]([NH:1][C@:2]23[CH2:37][CH2:36][C@@H:35]([C:38]([CH3:40])=[CH2:39])[C@@H:3]2[C@@H:4]2[C@@:17]([CH3:20])([CH2:18][CH2:19]3)[C@@:16]3([CH3:21])[C@@H:7]([C@:8]4([CH3:34])[C@@H:13]([CH2:14][CH2:15]3)[C:12]([CH3:22])([CH3:23])[C:11]([C:24]3[CH:25]=[CH:26][C:27]([C:28]([O:30][CH3:31])=[O:29])=[CH:32][CH:33]=3)=[CH:10][CH2:9]4)[CH2:6][CH2:5]2)=[O:86])[CH2:84][CH2:83]1)=[O:80])([CH3:77])([CH3:76])[CH3:75], predict the reactants needed to synthesize it.